This data is from NCI-60 drug combinations with 297,098 pairs across 59 cell lines. The task is: Regression. Given two drug SMILES strings and cell line genomic features, predict the synergy score measuring deviation from expected non-interaction effect. (1) Drug 1: C1CCN(CC1)CCOC2=CC=C(C=C2)C(=O)C3=C(SC4=C3C=CC(=C4)O)C5=CC=C(C=C5)O. Drug 2: N.N.Cl[Pt+2]Cl. Cell line: SNB-75. Synergy scores: CSS=-5.35, Synergy_ZIP=1.51, Synergy_Bliss=-0.157, Synergy_Loewe=-5.80, Synergy_HSA=-3.53. (2) Drug 1: C1=CC=C(C=C1)NC(=O)CCCCCCC(=O)NO. Drug 2: CC1C(C(CC(O1)OC2CC(CC3=C2C(=C4C(=C3O)C(=O)C5=C(C4=O)C(=CC=C5)OC)O)(C(=O)CO)O)N)O.Cl. Cell line: CAKI-1. Synergy scores: CSS=46.3, Synergy_ZIP=-0.843, Synergy_Bliss=0.677, Synergy_Loewe=-0.379, Synergy_HSA=3.82. (3) Drug 1: CN(CC1=CN=C2C(=N1)C(=NC(=N2)N)N)C3=CC=C(C=C3)C(=O)NC(CCC(=O)O)C(=O)O. Drug 2: CC(C)NC(=O)C1=CC=C(C=C1)CNNC.Cl. Cell line: HL-60(TB). Synergy scores: CSS=65.8, Synergy_ZIP=2.24, Synergy_Bliss=1.33, Synergy_Loewe=-31.4, Synergy_HSA=0.848. (4) Drug 2: C1=NNC2=C1C(=O)NC=N2. Cell line: SR. Drug 1: CC1=C(C(=CC=C1)Cl)NC(=O)C2=CN=C(S2)NC3=CC(=NC(=N3)C)N4CCN(CC4)CCO. Synergy scores: CSS=-2.85, Synergy_ZIP=4.12, Synergy_Bliss=3.01, Synergy_Loewe=-0.867, Synergy_HSA=-2.93.